Dataset: Catalyst prediction with 721,799 reactions and 888 catalyst types from USPTO. Task: Predict which catalyst facilitates the given reaction. (1) Reactant: [O:1]=[C:2]1[N:11]([CH:12]2[CH2:17][CH2:16][N:15]([C:18]([NH:20][C@H:21]([CH2:25][C:26]3[CH:38]=[CH:37][C:29]4[NH:30][C:31]([C:33]([F:36])([F:35])[F:34])=[N:32][C:28]=4[CH:27]=3)[C:22]([OH:24])=O)=[O:19])[CH2:14][CH2:13]2)[CH2:10][C:9]2[C:4](=[CH:5][CH:6]=[CH:7][CH:8]=2)[NH:3]1.C(N(C(C)C)CC)(C)C.C1CN([P+](ON2N=NC3C=CC=CC2=3)(N2CCCC2)N2CCCC2)CC1.F[P-](F)(F)(F)(F)F.[N:81]1([CH:87]2[CH2:92][CH2:91][NH:90][CH2:89][CH2:88]2)[CH2:86][CH2:85][CH2:84][CH2:83][CH2:82]1. Product: [F:34][C:33]([F:36])([F:35])[C:31]1[NH:30][C:29]2[CH:37]=[CH:38][C:26]([CH2:25][C@@H:21]([NH:20][C:18]([N:15]3[CH2:16][CH2:17][CH:12]([N:11]4[CH2:10][C:9]5[C:4](=[CH:5][CH:6]=[CH:7][CH:8]=5)[NH:3][C:2]4=[O:1])[CH2:13][CH2:14]3)=[O:19])[C:22](=[O:24])[N:90]3[CH2:91][CH2:92][CH:87]([N:81]4[CH2:86][CH2:85][CH2:84][CH2:83][CH2:82]4)[CH2:88][CH2:89]3)=[CH:27][C:28]=2[N:32]=1. The catalyst class is: 2. (2) Reactant: [Cl:1][C:2]1[C:17]([O:18][CH2:19][CH2:20][N:21]2[CH:25]=[N:24][N:23]=[N:22]2)=[C:16]([Cl:26])[CH:15]=[CH:14][C:3]=1[C:4]([CH:6]1[C:11](=[O:12])[CH2:10][CH2:9][CH2:8][C:7]1=O)=[O:5].C(Cl)(=O)C([Cl:30])=O. Product: [Cl:30][C:7]1[CH2:8][CH2:9][CH2:10][C:11](=[O:12])[C:6]=1[C:4](=[O:5])[C:3]1[CH:14]=[CH:15][C:16]([Cl:26])=[C:17]([O:18][CH2:19][CH2:20][N:21]2[CH:25]=[N:24][N:23]=[N:22]2)[C:2]=1[Cl:1]. The catalyst class is: 120.